From a dataset of Peptide-MHC class II binding affinity with 134,281 pairs from IEDB. Regression. Given a peptide amino acid sequence and an MHC pseudo amino acid sequence, predict their binding affinity value. This is MHC class II binding data. The peptide sequence is MAFLEESHPGIFENS. The MHC is DRB1_1302 with pseudo-sequence DRB1_1302. The binding affinity (normalized) is 0.574.